Dataset: Full USPTO retrosynthesis dataset with 1.9M reactions from patents (1976-2016). Task: Predict the reactants needed to synthesize the given product. (1) Given the product [Cl:8][C:9]1[CH:15]=[CH:14][C:12]([NH:13][CH2:6][C:2]2[NH:3][CH:4]=[CH:5][N:1]=2)=[CH:11][CH:10]=1, predict the reactants needed to synthesize it. The reactants are: [NH:1]1[CH:5]=[CH:4][N:3]=[C:2]1[CH:6]=O.[Cl:8][C:9]1[CH:15]=[CH:14][C:12]([NH2:13])=[CH:11][CH:10]=1.[BH4-].[Na+].O. (2) Given the product [CH2:19]([S:21]([OH:24])(=[O:23])=[O:22])[CH3:20].[CH3:1][CH:2]([CH3:18])[CH2:3][N:4]1[C:16]2[C:15]3[N:14]=[CH:13][CH:12]=[CH:11][C:10]=3[N:9]=[C:8]([NH2:17])[C:7]=2[N:6]=[CH:5]1, predict the reactants needed to synthesize it. The reactants are: [CH3:1][CH:2]([CH3:18])[CH2:3][N:4]1[C:16]2[C:15]3[N:14]=[CH:13][CH:12]=[CH:11][C:10]=3[N:9]=[C:8]([NH2:17])[C:7]=2[N:6]=[CH:5]1.[CH2:19]([S:21]([OH:24])(=[O:23])=[O:22])[CH3:20]. (3) Given the product [F:8][C:5]1[CH:6]=[CH:7][C:2](/[CH:11]=[CH:10]/[C:9]([O:13][CH3:14])=[O:12])=[CH:3][CH:4]=1, predict the reactants needed to synthesize it. The reactants are: Br[C:2]1[CH:7]=[CH:6][C:5]([F:8])=[CH:4][CH:3]=1.[C:9]([O:13][CH3:14])(=[O:12])[CH:10]=[CH2:11].C1(N(C)C2CCCCC2)CCCCC1. (4) Given the product [CH:43]1([C:47]2[CH:52]=[CH:51][C:50]([CH2:53][O:54][CH3:55])=[CH:49][C:48]=2[CH2:56][NH:57][C:14]([NH:13][C:10]2[N:9]([C:23]3[CH:24]=[CH:25][CH:26]=[CH:27][CH:28]=3)[N:8]=[C:7]([C:5]3[CH:4]=[N:3][N:2]([CH3:1])[CH:6]=3)[C:11]=2[CH3:12])=[O:15])[CH2:44][CH2:45][CH2:46]1, predict the reactants needed to synthesize it. The reactants are: [CH3:1][N:2]1[CH:6]=[C:5]([C:7]2[C:11]([CH3:12])=[C:10]([NH:13][C:14](=O)[O:15]C3C=CC=CC=3)[N:9]([C:23]3[CH:28]=[CH:27][CH:26]=[CH:25][CH:24]=3)[N:8]=2)[CH:4]=[N:3]1.C1(C2C=CC(COC)=CC=2CN)CC1.[CH:43]1([C:47]2[CH:52]=[CH:51][C:50]([CH2:53][O:54][CH3:55])=[CH:49][C:48]=2[CH2:56][NH2:57])[CH2:46][CH2:45][CH2:44]1. (5) Given the product [CH3:8][C:9]1[CH:10]=[CH:11][C:12]([S:15]([O-:18])(=[O:17])=[O:16])=[CH:13][CH:14]=1.[F:1][C:2]1[CH:7]=[CH:6][CH:5]=[CH:4][N+:3]=1[CH3:8], predict the reactants needed to synthesize it. The reactants are: [F:1][C:2]1[CH:7]=[CH:6][CH:5]=[CH:4][N:3]=1.[CH3:8][C:9]1[CH:14]=[CH:13][C:12]([S:15]([O:18]C)(=[O:17])=[O:16])=[CH:11][CH:10]=1. (6) Given the product [N:19]1([CH2:18][C:15]2[CH:16]=[CH:17][C:12]([CH2:11][S:10][C:7]3[CH:8]=[CH:9][C:4]([C:3]([OH:25])=[O:2])=[CH:5][CH:6]=3)=[CH:13][CH:14]=2)[CH2:24][CH2:23][O:22][CH2:21][CH2:20]1, predict the reactants needed to synthesize it. The reactants are: C[O:2][C:3](=[O:25])[C:4]1[CH:9]=[CH:8][C:7]([S:10][CH2:11][C:12]2[CH:17]=[CH:16][C:15]([CH2:18][N:19]3[CH2:24][CH2:23][O:22][CH2:21][CH2:20]3)=[CH:14][CH:13]=2)=[CH:6][CH:5]=1.O1CCOCC1.Cl. (7) The reactants are: [Br:1][C:2]1[CH:3]=[C:4]2[C:8](=[CH:9][CH:10]=1)[C:7](=[O:11])[CH2:6][CH2:5]2.C1(C)C=CC(S(O)(=O)=O)=CC=1.[CH2:23](O)[CH2:24][OH:25].N. Given the product [Br:1][C:2]1[CH:3]=[C:4]2[C:8](=[CH:9][CH:10]=1)[C:7]1([O:25][CH2:24][CH2:23][O:11]1)[CH2:6][CH2:5]2, predict the reactants needed to synthesize it. (8) Given the product [CH3:1][C:2]1[CH:3]=[N:4][N:5]([C:7]2[CH:14]=[CH:13][C:10]([CH:11]=[CH:23][CH:24]=[O:25])=[CH:9][CH:8]=2)[CH:6]=1, predict the reactants needed to synthesize it. The reactants are: [CH3:1][C:2]1[CH:3]=[N:4][N:5]([C:7]2[CH:14]=[CH:13][C:10]([CH:11]=O)=[CH:9][CH:8]=2)[CH:6]=1.N1(C2C=C[C:23]([CH:24]=[O:25])=CC=2)C=CC=N1. (9) Given the product [CH3:37][C:34]1[CH:33]=[C:32]([C:28]2[CH:27]=[C:26]([C:24]3[CH2:23][C:22](=[O:38])[NH:21][C:9]4[CH:10]=[C:11]([C:19]#[N:20])[C:12]([N:14]([CH3:18])[CH2:15][CH2:16][CH3:17])=[CH:13][C:8]=4[N:7]=3)[CH:31]=[CH:30][CH:29]=2)[O:36][N:35]=1, predict the reactants needed to synthesize it. The reactants are: C(OC(=O)[NH:7][C:8]1[CH:13]=[C:12]([N:14]([CH3:18])[CH2:15][CH2:16][CH3:17])[C:11]([C:19]#[N:20])=[CH:10][C:9]=1[NH:21][C:22](=[O:38])[CH2:23][C:24]([C:26]1[CH:31]=[CH:30][CH:29]=[C:28]([C:32]2[O:36][N:35]=[C:34]([CH3:37])[CH:33]=2)[CH:27]=1)=O)(C)(C)C.C(O)(C(F)(F)F)=O. (10) Given the product [NH2:7][C:8]1([C:11]2[CH:12]=[CH:13][C:14]([C:17]3[C:18]([C:29]4[CH:34]=[CH:33][CH:32]=[CH:31][CH:30]=4)=[CH:19][C:20]4[N:25]([CH3:26])[C:24](=[O:27])[CH2:23][O:22][C:21]=4[N:28]=3)=[CH:15][CH:16]=2)[CH2:9][CH2:10]1, predict the reactants needed to synthesize it. The reactants are: C(OC(=O)[NH:7][C:8]1([C:11]2[CH:16]=[CH:15][C:14]([C:17]3[C:18]([C:29]4[CH:34]=[CH:33][CH:32]=[CH:31][CH:30]=4)=[CH:19][C:20]4[N:25]([CH3:26])[C:24](=[O:27])[CH2:23][O:22][C:21]=4[N:28]=3)=[CH:13][CH:12]=2)[CH2:10][CH2:9]1)(C)(C)C.Cl.C(OCC)C.